This data is from Reaction yield outcomes from USPTO patents with 853,638 reactions. The task is: Predict the reaction yield, written as a fraction of the theoretical maximum amount of product (1.0 means a 100% yield; for example, 0.34 means a 34% yield). (1) The reactants are [CH3:1][Si:2]([CH3:8])([CH3:7])[Si:2]([CH3:8])([CH3:7])[CH3:1].CCOCC.C([Cu])#N.[C:17]([O:21][C:22](=[O:27])[NH:23][CH2:24][C:25]#[CH:26])([CH3:20])([CH3:19])[CH3:18]. The catalyst is CN(P(N(C)C)(N(C)C)=O)C.C1COCC1. The product is [C:17]([O:21][C:22](=[O:27])[NH:23][CH2:24][CH:25]=[CH:26][Si:2]([CH3:8])([CH3:7])[CH3:1])([CH3:20])([CH3:19])[CH3:18]. The yield is 0.570. (2) The reactants are [NH2:1][C:2]1[C:3]([F:25])=[CH:4][C:5]([Cl:24])=[C:6]([CH:23]=1)[O:7][C:8]1[CH:9]=[CH:10][C:11]2[N:12]([CH:14]=[C:15]([NH:17][C:18]([CH:20]3[CH2:22][CH2:21]3)=[O:19])[N:16]=2)[N:13]=1.[CH3:26][N:27]1[C:31]([C:32](Cl)=[O:33])=[CH:30][C:29]([CH3:35])=[N:28]1. The catalyst is CN(C)C(=O)C. The product is [Cl:24][C:5]1[C:6]([O:7][C:8]2[CH:9]=[CH:10][C:11]3[N:12]([CH:14]=[C:15]([NH:17][C:18]([CH:20]4[CH2:21][CH2:22]4)=[O:19])[N:16]=3)[N:13]=2)=[CH:23][C:2]([NH:1][C:32]([C:31]2[N:27]([CH3:26])[N:28]=[C:29]([CH3:35])[CH:30]=2)=[O:33])=[C:3]([F:25])[CH:4]=1. The yield is 0.400. (3) The reactants are C1(P(C2C=CC=CC=2)C2C=CC=CC=2)C=CC=CC=1.BrN1C(=O)CCC1=O.[Cl:28][C:29]1[CH:30]=[C:31]([C@@H:39]([CH2:43][CH:44]2[CH2:48][CH2:47][CH2:46][CH2:45]2)[C:40]([OH:42])=O)[CH:32]=[CH:33][C:34]=1[S:35]([CH3:38])(=[O:37])=[O:36].[NH2:49][C:50]1[CH:55]=[CH:54][C:53]([CH3:56])=[CH:52][N:51]=1.N1C=CC=CC=1. The catalyst is C(Cl)Cl.O. The product is [Cl:28][C:29]1[CH:30]=[C:31]([C@@H:39]([CH2:43][CH:44]2[CH2:48][CH2:47][CH2:46][CH2:45]2)[C:40]([NH:49][C:50]2[CH:55]=[CH:54][C:53]([CH3:56])=[CH:52][N:51]=2)=[O:42])[CH:32]=[CH:33][C:34]=1[S:35]([CH3:38])(=[O:36])=[O:37]. The yield is 0.770. (4) The reactants are [Cl:1][C:2]1[CH:3]=[C:4]([CH2:16][C@H:17]([NH:21][S:22]([C:25]2[CH:30]=[CH:29][CH:28]=[CH:27][CH:26]=2)(=[O:24])=[O:23])[C:18]([OH:20])=O)[CH:5]=[CH:6][C:7]=1[CH:8]1[S:12](=[O:14])(=[O:13])[NH:11][C:10](=[O:15])[CH2:9]1.F[P-](F)(F)(F)(F)F.N1(O[P+](N(C)C)(N(C)C)N(C)C)C2C=CC=CC=2N=N1.[C:58]1([CH2:64][CH2:65][CH2:66][CH2:67][NH2:68])[CH:63]=[CH:62][CH:61]=[CH:60][CH:59]=1.C(N(CC)C(C)C)(C)C. The catalyst is CN(C=O)C. The product is [Cl:1][C:2]1[CH:3]=[C:4]([CH2:16][CH:17]([NH:21][S:22]([C:25]2[CH:26]=[CH:27][CH:28]=[CH:29][CH:30]=2)(=[O:23])=[O:24])[C:18]([NH:68][CH2:67][CH2:66][CH2:65][CH2:64][C:58]2[CH:63]=[CH:62][CH:61]=[CH:60][CH:59]=2)=[O:20])[CH:5]=[CH:6][C:7]=1[CH:8]1[S:12](=[O:14])(=[O:13])[NH:11][C:10](=[O:15])[CH2:9]1. The yield is 0.670.